This data is from Forward reaction prediction with 1.9M reactions from USPTO patents (1976-2016). The task is: Predict the product of the given reaction. (1) Given the reactants [Cl:1][C:2]1[CH:3]=[C:4]([CH:8]=[CH:9][C:10]=1[N:11]1[C:19]2[CH2:18][CH2:17][CH2:16][CH2:15][C:14]=2[CH:13]=[CH:12]1)[C:5]([OH:7])=O.CN(C(ON1N=NC2C=CC=CC1=2)=[N+](C)C)C.[B-](F)(F)(F)F.C(N(C(C)C)CC)(C)C.[Cl:51][C:52]1[CH:63]=[CH:62][C:55]2[NH:56][C:57]([C@@H:59]([NH2:61])[CH3:60])=[N:58][C:54]=2[CH:53]=1.ClCCl.C(O)C.N.ClCl, predict the reaction product. The product is: [Cl:1][C:2]1[CH:3]=[C:4]([CH:8]=[CH:9][C:10]=1[N:11]1[C:19]2[CH2:18][CH2:17][CH2:16][CH2:15][C:14]=2[CH:13]=[CH:12]1)[C:5]([NH:61][C@H:59]([C:57]1[NH:56][C:55]2[CH:62]=[CH:63][C:52]([Cl:51])=[CH:53][C:54]=2[N:58]=1)[CH3:60])=[O:7]. (2) Given the reactants [F:1][C:2]([F:18])([F:17])[O:3][C:4]1[CH:9]=[CH:8][C:7]([C:10]2[C:11]([NH2:16])=[N:12][NH:13][C:14]=2[NH2:15])=[CH:6][CH:5]=1.CN(C)[CH:21]=[CH:22][CH:23]=O, predict the reaction product. The product is: [F:18][C:2]([F:1])([F:17])[O:3][C:4]1[CH:9]=[CH:8][C:7]([C:10]2[C:14]([NH2:15])=[N:13][N:12]3[CH:23]=[CH:22][CH:21]=[N:16][C:11]=23)=[CH:6][CH:5]=1. (3) Given the reactants [NH2:1][C:2]1[C:7]([C:8]([C:10]2[CH:15]=[CH:14][CH:13]=[C:12]([F:16])[CH:11]=2)=[O:9])=[CH:6][N:5]=[C:4](S(CC)(=O)=O)[N:3]=1.[CH3:22][N:23]1[CH2:28][CH2:27][N:26]([C:29]2[CH:35]=[CH:34][C:32]([NH2:33])=[CH:31][CH:30]=2)[CH2:25][CH2:24]1.O.C1(C)C=CC(S(O)(=O)=O)=CC=1, predict the reaction product. The product is: [NH2:1][C:2]1[C:7]([C:8]([C:10]2[CH:15]=[CH:14][CH:13]=[C:12]([F:16])[CH:11]=2)=[O:9])=[CH:6][N:5]=[C:4]([NH:33][C:32]2[CH:31]=[CH:30][C:29]([N:26]3[CH2:25][CH2:24][N:23]([CH3:22])[CH2:28][CH2:27]3)=[CH:35][CH:34]=2)[N:3]=1. (4) Given the reactants [ClH:1].C(OC([N:9]1[CH2:14][CH2:13][CH2:12][CH:11]([NH:15][C:16]([NH:18][C:19]2[CH:24]=[C:23]([C:25]3[CH:30]=[CH:29][CH:28]=[CH:27][C:26]=3[O:31][CH3:32])[N:22]=[CH:21][N:20]=2)=[O:17])[CH2:10]1)=O)(C)(C)C, predict the reaction product. The product is: [ClH:1].[CH3:32][O:31][C:26]1[CH:27]=[CH:28][CH:29]=[CH:30][C:25]=1[C:23]1[N:22]=[CH:21][N:20]=[C:19]([NH:18][C:16]([NH:15][CH:11]2[CH2:12][CH2:13][CH2:14][NH:9][CH2:10]2)=[O:17])[CH:24]=1.